From a dataset of Catalyst prediction with 721,799 reactions and 888 catalyst types from USPTO. Predict which catalyst facilitates the given reaction. (1) Reactant: [Cl:1][C:2]1[CH:7]=[CH:6][CH:5]=[CH:4][C:3]=1[CH:8]([O:10][C:11](=[O:20])[NH:12][C:13]1[CH:18]=[CH:17][N:16]=[CH:15][C:14]=1Br)[CH3:9].[OH:21][C:22]1[CH:27]=[CH:26][C:25](B(O)O)=[CH:24][CH:23]=1.C(=O)([O-])[O-].[K+].[K+]. Product: [Cl:1][C:2]1[CH:7]=[CH:6][CH:5]=[CH:4][C:3]=1[CH:8]([O:10][C:11](=[O:20])[NH:12][C:13]1[CH:18]=[CH:17][N:16]=[CH:15][C:14]=1[C:25]1[CH:26]=[CH:27][C:22]([OH:21])=[CH:23][CH:24]=1)[CH3:9]. The catalyst class is: 108. (2) Reactant: [CH2:1]([CH:3]1[N:12]2[C:7](=[CH:8][C:9](=[O:18])[C:10]([C:13]([O:15]CC)=[O:14])=[CH:11]2)[C:6]2[CH:19]=[C:20]([O:27][CH3:28])[C:21]([O:23][CH2:24][CH2:25][CH3:26])=[CH:22][C:5]=2[CH2:4]1)[CH3:2].O.[OH-].[Li+].Cl. Product: [CH2:1]([CH:3]1[N:12]2[C:7](=[CH:8][C:9](=[O:18])[C:10]([C:13]([OH:15])=[O:14])=[CH:11]2)[C:6]2[CH:19]=[C:20]([O:27][CH3:28])[C:21]([O:23][CH2:24][CH2:25][CH3:26])=[CH:22][C:5]=2[CH2:4]1)[CH3:2]. The catalyst class is: 24. (3) Reactant: [CH3:1][N:2]1[C:6]([C:7]([F:10])([F:9])[F:8])=[CH:5][C:4]([NH:11][C:12](=[O:20])OC2C=CC=CC=2)=[N:3]1.[CH3:21][O:22][C:23]1[CH:24]=[C:25]2[C:30](=[CH:31][C:32]=1[O:33][CH2:34][CH2:35][O:36][CH3:37])[N:29]=[CH:28][N:27]=[C:26]2[O:38][C:39]1[CH:40]=[C:41]([CH:43]=[CH:44][CH:45]=1)[NH2:42].C(N(CC)C(C)C)(C)C. Product: [CH3:21][O:22][C:23]1[CH:24]=[C:25]2[C:30](=[CH:31][C:32]=1[O:33][CH2:34][CH2:35][O:36][CH3:37])[N:29]=[CH:28][N:27]=[C:26]2[O:38][C:39]1[CH:40]=[C:41]([NH:42][C:12]([NH:11][C:4]2[CH:5]=[C:6]([C:7]([F:8])([F:9])[F:10])[N:2]([CH3:1])[N:3]=2)=[O:20])[CH:43]=[CH:44][CH:45]=1. The catalyst class is: 1. (4) Reactant: [CH3:1][O:2][C:3]1[C:4]([N+:15]([O-])=O)=[C:5]([CH:8]=[CH:9][C:10]=1[O:11][CH2:12][O:13][CH3:14])[C:6]#[N:7]. Product: [NH2:15][C:4]1[C:3]([O:2][CH3:1])=[C:10]([O:11][CH2:12][O:13][CH3:14])[CH:9]=[CH:8][C:5]=1[C:6]#[N:7]. The catalyst class is: 63. (5) Reactant: [C:1](Cl)(=[O:4])[CH:2]=[CH2:3].OP([O-])([O-])=O.[Na+].[Na+].[F:13][C:14]1[CH:20]=[CH:19][CH:18]=[CH:17][C:15]=1[NH2:16]. The catalyst class is: 2. Product: [F:13][C:14]1[CH:20]=[CH:19][CH:18]=[CH:17][C:15]=1[NH:16][C:1](=[O:4])[CH:2]=[CH2:3]. (6) Reactant: [F:1][C:2]([F:52])([F:51])[C:3]1[CH:4]=[C:5]([CH:13]2[C:17]3([CH2:19][CH2:18]3)[N:16]([CH2:20][C:21]3[C:26]([C:27]4[CH:28]=[C:29]([C:35]5[CH:40]=[CH:39][C:38]([C:41]([O:43][CH3:44])=[O:42])=[CH:37][C:36]=5[CH3:45])[CH:30]=[CH:31][C:32]=4[O:33][CH3:34])=[CH:25][N:24]=[C:23](S(C)(=O)=O)[N:22]=3)[C:15](=[O:50])[O:14]2)[CH:6]=[C:7]([C:9]([F:12])([F:11])[F:10])[CH:8]=1.[CH3:53][NH:54][CH3:55]. Product: [F:1][C:2]([F:52])([F:51])[C:3]1[CH:4]=[C:5]([CH:13]2[C:17]3([CH2:19][CH2:18]3)[N:16]([CH2:20][C:21]3[C:26]([C:27]4[CH:28]=[C:29]([C:35]5[CH:40]=[CH:39][C:38]([C:41]([O:43][CH3:44])=[O:42])=[CH:37][C:36]=5[CH3:45])[CH:30]=[CH:31][C:32]=4[O:33][CH3:34])=[CH:25][N:24]=[C:23]([N:54]([CH3:55])[CH3:53])[N:22]=3)[C:15](=[O:50])[O:14]2)[CH:6]=[C:7]([C:9]([F:12])([F:11])[F:10])[CH:8]=1. The catalyst class is: 1.